Dataset: Forward reaction prediction with 1.9M reactions from USPTO patents (1976-2016). Task: Predict the product of the given reaction. Given the reactants Br[C:2]1[CH:7]=[CH:6][C:5]([C:8]2[NH:9][C:10](=[O:19])[C:11]3[C:16]([CH:17]=2)=[C:15]([CH3:18])[CH:14]=[CH:13][CH:12]=3)=[CH:4][CH:3]=1.[CH3:20][N:21](C=O)C, predict the reaction product. The product is: [CH3:18][C:15]1[CH:14]=[CH:13][CH:12]=[C:11]2[C:16]=1[CH:17]=[C:8]([C:5]1[CH:6]=[CH:7][C:2]([C:20]#[N:21])=[CH:3][CH:4]=1)[NH:9][C:10]2=[O:19].